Dataset: Reaction yield outcomes from USPTO patents with 853,638 reactions. Task: Predict the reaction yield, written as a fraction of the theoretical maximum amount of product (1.0 means a 100% yield; for example, 0.34 means a 34% yield). (1) The reactants are O[C:2]1[CH:7]=[CH:6][N:5]([C:8]2[CH:13]=[CH:12][C:11]([S:14]([CH3:17])(=[O:16])=[O:15])=[CH:10][CH:9]=2)[C:4](=[O:18])[CH:3]=1.P(Br)(Br)([Br:21])=O.C([O-])(O)=O.[Na+]. No catalyst specified. The product is [Br:21][C:2]1[CH:7]=[CH:6][N:5]([C:8]2[CH:13]=[CH:12][C:11]([S:14]([CH3:17])(=[O:16])=[O:15])=[CH:10][CH:9]=2)[C:4](=[O:18])[CH:3]=1. The yield is 0.460. (2) The catalyst is C(OCC)(=O)C. The yield is 0.220. The reactants are [CH3:1][S:2][C:3]1[C:4]([C:8]2[CH:9]=[N:10][CH:11]=[CH:12][CH:13]=2)=[N:5][NH:6][CH:7]=1.[C:14]1([C:20]2(CC=C)C=CC=C(SSCC=C)[CH2:21]2)[CH:19]=[CH:18][CH:17]=[CH:16][CH:15]=1.BrC1C(C2C=NC=CC=2)=NNC=1. The product is [C:14]1([CH:20]=[CH:21][CH2:1][S:2][C:3]2[C:4]([C:8]3[CH:9]=[N:10][CH:11]=[CH:12][CH:13]=3)=[N:5][NH:6][CH:7]=2)[CH:19]=[CH:18][CH:17]=[CH:16][CH:15]=1. (3) The reactants are C[O:2][C:3]([C:5]1([C:8]2[CH:9]=[CH:10][C:11]3[O:15][C:14](=[O:16])[NH:13][C:12]=3[CH:17]=2)[CH2:7][CH2:6]1)=[O:4].O[Li].O. The catalyst is CO.O. The product is [O:16]=[C:14]1[NH:13][C:12]2[CH:17]=[C:8]([C:5]3([C:3]([OH:4])=[O:2])[CH2:7][CH2:6]3)[CH:9]=[CH:10][C:11]=2[O:15]1. The yield is 0.840. (4) The reactants are [NH2:1][C:2]1[N:7]=[C:6]([NH2:8])[C:5]([O:9][C:10]2[C:15]([CH:16]([CH3:18])[CH3:17])=[CH:14][C:13]([OH:19])=[C:12]([I:20])[CH:11]=2)=[CH:4][N:3]=1.C(=O)([O-])[O-].[K+].[K+].[CH2:27](Cl)[C:28]#[CH:29]. The catalyst is CN(C)C=O. The product is [I:20][C:12]1[C:13]([O:19][CH2:29][C:28]#[CH:27])=[CH:14][C:15]([CH:16]([CH3:18])[CH3:17])=[C:10]([CH:11]=1)[O:9][C:5]1[C:6]([NH2:8])=[N:7][C:2]([NH2:1])=[N:3][CH:4]=1. The yield is 0.710.